From a dataset of Forward reaction prediction with 1.9M reactions from USPTO patents (1976-2016). Predict the product of the given reaction. (1) The product is: [CH3:21][O:20][C:18]([C:44]1[CH:42]=[CH:40][C:38](=[O:39])[O:47][CH:46]=1)=[O:19]. Given the reactants C([O-])(=O)C1C=CC(C([O-])=O)=CC1.[C:18]([O:20][CH3:21])(=[O:19])C1C=CC([C:18]([O:20][CH3:21])=[O:19])=CC=1.C(O)(=O)C(CC(O)=O)O.O=C[C@@H:38]([C@H:40]([C@@H:42]([C@@H:44]([CH2:46][OH:47])O)O)O)[OH:39], predict the reaction product. (2) Given the reactants [Cl:1][C:2]1[CH:3]=[CH:4][C:5]([O:17][CH3:18])=[C:6]([CH:16]=1)[C:7]([NH:9][C:10]1[S:11][C:12]([CH3:15])=[CH:13][N:14]=1)=[O:8].[H-].[Na+].Cl[CH2:22][C:23]1[N:24]=[CH:25][S:26][CH:27]=1.O, predict the reaction product. The product is: [Cl:1][C:2]1[CH:3]=[CH:4][C:5]([O:17][CH3:18])=[C:6]([CH:16]=1)[C:7](/[N:9]=[C:10]1\[S:11][C:12]([CH3:15])=[CH:13][N:14]\1[CH2:22][C:23]1[N:24]=[CH:25][S:26][CH:27]=1)=[O:8]. (3) Given the reactants [NH:1]1[CH2:5][CH2:4][CH2:3][CH2:2]1.CCN(CC)CC.F[C:14]1[CH:19]=[CH:18][C:17]([N+:20]([O-:22])=[O:21])=[CH:16][C:15]=1[F:23], predict the reaction product. The product is: [F:23][C:15]1[CH:16]=[C:17]([N+:20]([O-:22])=[O:21])[CH:18]=[CH:19][C:14]=1[N:1]1[CH2:5][CH2:4][CH2:3][CH2:2]1. (4) Given the reactants [C:1]([O:5][C:6](=[O:16])[NH:7][C@H:8]1[CH2:11][C@H:10]([CH2:12][N:13]=[N+]=[N-])[CH2:9]1)([CH3:4])([CH3:3])[CH3:2], predict the reaction product. The product is: [C:1]([O:5][C:6](=[O:16])[NH:7][C@H:8]1[CH2:11][C@H:10]([CH2:12][NH2:13])[CH2:9]1)([CH3:4])([CH3:2])[CH3:3]. (5) Given the reactants [CH2:1]([O:8][C:9](Cl)=[O:10])[C:2]1[CH:7]=[CH:6][CH:5]=[CH:4][CH:3]=1.C([N:19]1[CH2:23][CH:22]=[CH:21][CH2:20]1)C1C=CC=CC=1, predict the reaction product. The product is: [CH2:1]([O:8][C:9]([N:19]1[CH2:23][CH:22]=[CH:21][CH2:20]1)=[O:10])[C:2]1[CH:7]=[CH:6][CH:5]=[CH:4][CH:3]=1. (6) Given the reactants [N:1]1[CH:6]=[CH:5][C:4]([C:7]2[CH:15]=[CH:14][CH:13]=[C:12]3[C:8]=2[CH2:9][C:10](=[O:16])[NH:11]3)=[CH:3][CH:2]=1.[CH:17]([C:19]1[NH:23][C:22]([C:24]([OH:26])=[O:25])=[CH:21][C:20]=1[CH3:27])=O, predict the reaction product. The product is: [CH3:27][C:20]1[CH:21]=[C:22]([C:24]([OH:26])=[O:25])[NH:23][C:19]=1[CH:17]=[C:9]1[C:8]2[C:12](=[CH:13][CH:14]=[CH:15][C:7]=2[C:4]2[CH:5]=[CH:6][N:1]=[CH:2][CH:3]=2)[NH:11][C:10]1=[O:16]. (7) The product is: [N:11]1([C:14]2[CH:19]=[CH:18][C:17]([NH:20][C:21]([C:23]3[C:24]([C:30]4[CH:31]=[CH:32][C:33]([CH:36]([CH3:38])[CH3:37])=[CH:34][CH:35]=4)=[C:25]([CH3:29])[CH:26]=[CH:27][CH:28]=3)=[O:22])=[CH:16][N:15]=2)[CH2:10][CH2:9][NH:8][CH2:13][CH2:12]1. Given the reactants C([N:8]1[CH2:13][CH2:12][N:11]([C:14]2[CH:19]=[CH:18][C:17]([NH:20][C:21]([C:23]3[C:24]([C:30]4[CH:35]=[CH:34][C:33]([CH:36]([CH3:38])[CH3:37])=[CH:32][CH:31]=4)=[C:25]([CH3:29])[CH:26]=[CH:27][CH:28]=3)=[O:22])=[CH:16][N:15]=2)[CH2:10][CH2:9]1)C1C=CC=CC=1, predict the reaction product. (8) Given the reactants [OH:1][CH2:2][C:3]1[CH:4]=[CH:5][C:6]([CH3:12])=[C:7]([CH:11]=1)[C:8]([OH:10])=[O:9].[CH3:13]S(O)(=O)=O, predict the reaction product. The product is: [OH:1][CH2:2][C:3]1[CH:4]=[CH:5][C:6]([CH3:12])=[C:7]([CH:11]=1)[C:8]([O:10][CH3:13])=[O:9]. (9) Given the reactants [N:1]1[CH:6]=[CH:5][CH:4]=[CH:3][C:2]=1[C:7]#[C:8][C:9]1[CH:18]=[CH:17][C:12]([C:13]([O:15]C)=[O:14])=[CH:11][CH:10]=1.[Li+].[OH-].O, predict the reaction product. The product is: [N:1]1[CH:6]=[CH:5][CH:4]=[CH:3][C:2]=1[C:7]#[C:8][C:9]1[CH:18]=[CH:17][C:12]([C:13]([OH:15])=[O:14])=[CH:11][CH:10]=1. (10) Given the reactants Cl[C:2]1[C:7]2[N:8]=[CH:9][NH:10][C:11](=[O:12])[C:6]=2[CH:5]=[CH:4][N:3]=1.C([Sn](CCCC)(CCCC)[C:18]1[N:19]=[CH:20][N:21]([CH3:23])[CH:22]=1)CCC, predict the reaction product. The product is: [CH3:23][N:21]1[CH:22]=[C:18]([C:2]2[C:7]3[N:8]=[CH:9][NH:10][C:11](=[O:12])[C:6]=3[CH:5]=[CH:4][N:3]=2)[N:19]=[CH:20]1.